This data is from Forward reaction prediction with 1.9M reactions from USPTO patents (1976-2016). The task is: Predict the product of the given reaction. (1) Given the reactants [OH2:1].[CH3:2][P:3]([OH:5])[OH:4].[CH2:6]([OH:10])[CH2:7][CH2:8]C, predict the reaction product. The product is: [C:6]([CH2:7][CH2:8][P:3]([CH3:2])(=[O:5])[OH:4])([OH:10])=[O:1]. (2) Given the reactants C[O:2][C:3]1[CH:4]=[CH:5][C:6]2[C:7]([CH:25]=1)=[C:8]([CH2:22][CH2:23][CH3:24])[CH:9]=[C:10]1[C:15]=2[O:14][CH2:13][C:12]2[CH:16]=[C:17]([O:20]C)[CH:18]=[CH:19][C:11]1=2.B(Br)(Br)Br.O, predict the reaction product. The product is: [CH2:22]([C:8]1[CH:9]=[C:10]2[C:15](=[C:6]3[CH:5]=[CH:4][C:3]([OH:2])=[CH:25][C:7]=13)[O:14][CH2:13][C:12]1[CH:16]=[C:17]([OH:20])[CH:18]=[CH:19][C:11]2=1)[CH2:23][CH3:24]. (3) Given the reactants C[O:2][C:3](=[O:27])[C:4]1[CH:9]=[CH:8][C:7]([O:10][CH2:11][CH2:12][CH2:13][CH2:14][O:15][C:16]2[CH:21]=[CH:20][C:19]([C:22](=[O:24])[CH3:23])=[C:18]([Cl:25])[C:17]=2[Cl:26])=[CH:6][CH:5]=1.Cl, predict the reaction product. The product is: [C:22]([C:19]1[CH:20]=[CH:21][C:16]([O:15][CH2:14][CH2:13][CH2:12][CH2:11][O:10][C:7]2[CH:8]=[CH:9][C:4]([C:3]([OH:27])=[O:2])=[CH:5][CH:6]=2)=[C:17]([Cl:26])[C:18]=1[Cl:25])(=[O:24])[CH3:23]. (4) Given the reactants F[C:2]1[C:3]([CH3:22])=[N:4][C:5]2[C:10]([N:11]=1)=[C:9]([C:12]1[NH:20][C:19]3[CH2:18][CH2:17][NH:16][C:15](=[O:21])[C:14]=3[CH:13]=1)[CH:8]=[CH:7][CH:6]=2.Cl.[NH2:24][C@@H:25]1[CH2:28][C@H:27]([OH:29])[CH2:26]1.CCN(C(C)C)C(C)C.CCOC(C)=O, predict the reaction product. The product is: [OH:29][C@@H:27]1[CH2:28][C@H:25]([NH:24][C:2]2[C:3]([CH3:22])=[N:4][C:5]3[C:10]([N:11]=2)=[C:9]([C:12]2[NH:20][C:19]4[CH2:18][CH2:17][NH:16][C:15](=[O:21])[C:14]=4[CH:13]=2)[CH:8]=[CH:7][CH:6]=3)[CH2:26]1. (5) Given the reactants [CH:1]([N:4]1[CH2:9][CH2:8][CH:7]([O:10][C:11]2[CH:16]=[CH:15][C:14]([C:17]3([CH2:23][NH2:24])[CH2:22][CH2:21][O:20][CH2:19][CH2:18]3)=[CH:13][CH:12]=2)[CH2:6][CH2:5]1)([CH3:3])[CH3:2].Cl[C:26]1[N:31]=[CH:30][CH:29]=[CH:28][N:27]=1.C(N(CC)C(C)C)(C)C, predict the reaction product. The product is: [NH3:4].[CH:1]([N:4]1[CH2:9][CH2:8][CH:7]([O:10][C:11]2[CH:16]=[CH:15][C:14]([C:17]3([CH2:23][NH:24][C:26]4[N:31]=[CH:30][CH:29]=[CH:28][N:27]=4)[CH2:18][CH2:19][O:20][CH2:21][CH2:22]3)=[CH:13][CH:12]=2)[CH2:6][CH2:5]1)([CH3:3])[CH3:2]. (6) Given the reactants [CH2:1]([O:8]C1C=C2C(=CC=1)NC=C2C=O)[C:2]1[CH:7]=[CH:6][CH:5]=[CH:4][CH:3]=1.[C:20]([C:23]1[C:31]2[C:26](=[CH:27][CH:28]=[C:29](Cl)[CH:30]=2)[N:25]([CH2:33][C:34]([OH:36])=[O:35])[CH:24]=1)(=[O:22])[NH2:21], predict the reaction product. The product is: [CH2:1]([O:8][C:29]1[CH:30]=[C:31]2[C:26](=[CH:27][CH:28]=1)[N:25]([CH2:33][C:34]([OH:36])=[O:35])[CH:24]=[C:23]2[C:20](=[O:22])[NH2:21])[C:2]1[CH:7]=[CH:6][CH:5]=[CH:4][CH:3]=1.